Dataset: Forward reaction prediction with 1.9M reactions from USPTO patents (1976-2016). Task: Predict the product of the given reaction. Given the reactants [CH:1]1([C:4]2[C:9]([C:10]([O:12]CC)=[O:11])=[CH:8][N:7]=[C:6]([S:15][CH3:16])[N:5]=2)[CH2:3][CH2:2]1.[OH-].[Na+], predict the reaction product. The product is: [CH:1]1([C:4]2[C:9]([C:10]([OH:12])=[O:11])=[CH:8][N:7]=[C:6]([S:15][CH3:16])[N:5]=2)[CH2:2][CH2:3]1.